Task: Predict the reactants needed to synthesize the given product.. Dataset: Full USPTO retrosynthesis dataset with 1.9M reactions from patents (1976-2016) Given the product [C:23]([CH2:22][C:16]1([N:14]2[CH:15]=[C:11]([C:8]([NH2:9])=[O:10])[C:12]([NH:25][C:26]3[CH:31]=[CH:30][CH:29]=[CH:28][CH:27]=3)=[N:13]2)[CH2:21][CH2:20][N:19]([C:41](=[O:44])[CH2:42][CH3:43])[CH2:18][CH2:17]1)#[N:24], predict the reactants needed to synthesize it. The reactants are: FC(F)(F)C([O-])=O.[C:8]([C:11]1[C:12]([NH:25][C:26]2[CH:31]=[CH:30][CH:29]=[CH:28][CH:27]=2)=[N:13][N:14]([C:16]2([CH2:22][C:23]#[N:24])[CH2:21][CH2:20][NH2+:19][CH2:18][CH2:17]2)[CH:15]=1)(=[O:10])[NH2:9].CCN(C(C)C)C(C)C.[C:41](Cl)(=[O:44])[CH2:42][CH3:43].